From a dataset of Catalyst prediction with 721,799 reactions and 888 catalyst types from USPTO. Predict which catalyst facilitates the given reaction. (1) Reactant: C([O-])([O-])=O.[K+].[K+].[F:7][C:8]1[C:44]([NH:45][S:46]([CH2:49][CH2:50][CH3:51])(=[O:48])=[O:47])=[CH:43][CH:42]=[C:41]([F:52])[C:9]=1[C:10]([NH:12][C:13]1[CH:14]=[C:15]2[CH:21]=[C:20]([C:22]3[CH:23]=[C:24]4[C:28](=[CH:29][CH:30]=3)[N:27]([CH3:31])[CH:26]=[CH:25]4)[N:19](S(C3C=CC=CC=3)(=O)=O)[C:16]2=[N:17][CH:18]=1)=[O:11]. The catalyst class is: 5. Product: [F:7][C:8]1[C:44]([NH:45][S:46]([CH2:49][CH2:50][CH3:51])(=[O:48])=[O:47])=[CH:43][CH:42]=[C:41]([F:52])[C:9]=1[C:10]([NH:12][C:13]1[CH:14]=[C:15]2[CH:21]=[C:20]([C:22]3[CH:23]=[C:24]4[C:28](=[CH:29][CH:30]=3)[N:27]([CH3:31])[CH:26]=[CH:25]4)[NH:19][C:16]2=[N:17][CH:18]=1)=[O:11]. (2) Reactant: C[O:2][C:3]1(OC)[CH2:8][CH2:7][N:6]([C:9]2[CH:14]=[CH:13][C:12]([NH:15][C:16]3[N:21]=[C:20]([NH:22][C:23]4[CH:28]=[CH:27][CH:26]=[CH:25][C:24]=4[S:29]([CH:32]([CH3:34])[CH3:33])(=[O:31])=[O:30])[N:19]=[CH:18][N:17]=3)=[C:11]([O:35][CH3:36])[CH:10]=2)[CH2:5][CH2:4]1.O1CCCC1.Cl.C(=O)([O-])[O-].[K+].[K+]. Product: [CH3:36][O:35][C:11]1[CH:10]=[C:9]([N:6]2[CH2:7][CH2:8][C:3](=[O:2])[CH2:4][CH2:5]2)[CH:14]=[CH:13][C:12]=1[NH:15][C:16]1[N:21]=[C:20]([NH:22][C:23]2[CH:28]=[CH:27][CH:26]=[CH:25][C:24]=2[S:29]([CH:32]([CH3:34])[CH3:33])(=[O:31])=[O:30])[N:19]=[CH:18][N:17]=1. The catalyst class is: 666. (3) Reactant: [C@@H:1]1([NH:10][C:11]2[C:12]3[CH:19]=[CH:18][N:17]([C@@H:20]4[CH2:24][C@@H:23]([CH2:25][OH:26])[C@@H:22]([OH:27])[C@H:21]4[OH:28])[C:13]=3[N:14]=[CH:15][N:16]=2)[C:9]2[C:4](=[CH:5][CH:6]=[CH:7][CH:8]=2)[CH2:3][CH2:2]1.CO[C:31](OC)([CH3:33])[CH3:32].O.C1(C)C=CC(S(O)(=O)=O)=CC=1. Product: [C@@H:1]1([NH:10][C:11]2[C:12]3[CH:19]=[CH:18][N:17]([C@H:20]4[C@@H:21]5[O:28][C:31]([CH3:33])([CH3:32])[O:27][C@@H:22]5[C@H:23]([CH2:25][OH:26])[CH2:24]4)[C:13]=3[N:14]=[CH:15][N:16]=2)[C:9]2[C:4](=[CH:5][CH:6]=[CH:7][CH:8]=2)[CH2:3][CH2:2]1. The catalyst class is: 21. (4) Reactant: [F:1][C@H:2]1[CH2:6][CH2:5][N:4]([C:7]2[CH:8]=[CH:9][C:10]3[N:11]([C:13]([NH2:16])=[CH:14][N:15]=3)[N:12]=2)[CH2:3]1.[CH3:17][C:18]1[N:23]=[C:22]([C:24](O)=[O:25])[CH:21]=[CH:20][CH:19]=1.CCN(C(C)C)C(C)C.CN(C(ON1N=NC2C=CC=NC1=2)=[N+](C)C)C.F[P-](F)(F)(F)(F)F. Product: [F:1][C@H:2]1[CH2:6][CH2:5][N:4]([C:7]2[CH:8]=[CH:9][C:10]3[N:11]([C:13]([NH:16][C:24](=[O:25])[C:22]4[CH:21]=[CH:20][CH:19]=[C:18]([CH3:17])[N:23]=4)=[CH:14][N:15]=3)[N:12]=2)[CH2:3]1. The catalyst class is: 3.